From a dataset of Forward reaction prediction with 1.9M reactions from USPTO patents (1976-2016). Predict the product of the given reaction. (1) Given the reactants Br[CH2:2][CH2:3][C:4]1[CH:9]=[CH:8][CH:7]=[CH:6][CH:5]=1.[F:10][C:11]1[CH:16]=[C:15]([F:17])[CH:14]=[CH:13][C:12]=1[N:18]1[C:26](=[O:27])[C:25]2[C@@H:24]3[C:28]([CH3:30])([CH3:29])[C@@:21]([CH3:31])([CH2:22][CH2:23]3)[C:20]=2[NH:19]1, predict the reaction product. The product is: [F:10][C:11]1[CH:16]=[C:15]([F:17])[CH:14]=[CH:13][C:12]=1[N:18]1[C:26](=[O:27])[C:25]2[C@@H:24]3[C:28]([CH3:30])([CH3:29])[C@@:21]([CH3:31])([CH2:22][CH2:23]3)[C:20]=2[N:19]1[CH2:2][CH2:3][C:4]1[CH:9]=[CH:8][CH:7]=[CH:6][CH:5]=1. (2) Given the reactants [OH:1][CH:2]([CH2:14][CH2:15][CH2:16][CH3:17])[C:3]#[C:4][C:5]1[CH:10]=[CH:9][C:8]([F:11])=[C:7]([F:12])[C:6]=1[F:13].[H][H], predict the reaction product. The product is: [OH:1][CH:2]([CH2:14][CH2:15][CH2:16][CH3:17])[CH2:3][CH2:4][C:5]1[CH:10]=[CH:9][C:8]([F:11])=[C:7]([F:12])[C:6]=1[F:13]. (3) The product is: [CH2:25]([NH:24][CH:21]1[CH2:20][CH2:19][CH2:18][C:17]2[N:16]=[CH:15][C:14]([NH:13][S:10]([C:7]3[CH:6]=[CH:5][C:4]([O:3][C:2]([F:30])([F:29])[F:1])=[CH:9][CH:8]=3)(=[O:12])=[O:11])=[CH:23][C:22]1=2)[CH2:26][CH3:27]. Given the reactants [F:1][C:2]([F:30])([F:29])[O:3][C:4]1[CH:9]=[CH:8][C:7]([S:10]([NH:13][C:14]2[CH:15]=[N:16][C:17]3[CH2:18][CH2:19][CH2:20][CH:21]([NH:24][C:25](=O)[CH2:26][CH3:27])[C:22]=3[CH:23]=2)(=[O:12])=[O:11])=[CH:6][CH:5]=1.B.C1COCC1, predict the reaction product. (4) Given the reactants Cl[CH2:2][CH2:3][N:4]1[CH:9]2[CH2:10][CH2:11][CH:5]1[CH2:6][CH:7]([C:12]1[CH:21]=[CH:20][C:19]3[C:14](=[CH:15][CH:16]=[CH:17][CH:18]=3)[CH:13]=1)[CH2:8]2.[N:22]1[C:31]2[C:26](=[CH:27][CH:28]=[CH:29][C:30]=2[SH:32])[CH:25]=[CH:24][CH:23]=1, predict the reaction product. The product is: [CH:13]1[C:14]2[C:19](=[CH:18][CH:17]=[CH:16][CH:15]=2)[CH:20]=[CH:21][C:12]=1[CH:7]1[CH2:6][CH:5]2[N:4]([CH2:3][CH2:2][S:32][C:30]3[CH:29]=[CH:28][CH:27]=[C:26]4[C:31]=3[N:22]=[CH:23][CH:24]=[CH:25]4)[CH:9]([CH2:10][CH2:11]2)[CH2:8]1. (5) Given the reactants [F:1][C:2]1[CH:19]=[CH:18][C:5]([CH2:6][CH:7]2[CH2:12][CH2:11][N:10]([C:13](=[O:17])[C:14]([OH:16])=O)[CH2:9][CH2:8]2)=[CH:4][CH:3]=1.CN(C(ON1N=[N:35][C:30]2[CH:31]=[CH:32][CH:33]=[CH:34][C:29]1=2)=[N+](C)C)C.F[P-](F)(F)(F)(F)F.C(N(CC)CC)C.C[N:52](C)[CH:53]=[O:54].C([O-])(O)=[O:57].[Na+], predict the reaction product. The product is: [F:1][C:2]1[CH:3]=[CH:4][C:5]([CH2:6][CH:7]2[CH2:8][CH2:9][N:10]([C:13](=[O:17])[C:14]([NH:35][C:30]3[CH:29]=[CH:34][C:33]4[NH:52][C:53](=[O:54])[O:57][C:32]=4[CH:31]=3)=[O:16])[CH2:11][CH2:12]2)=[CH:18][CH:19]=1. (6) Given the reactants [Cl:1][C:2]1[CH:3]=[C:4]([CH:9]=[CH:10][C:11]=1[B:12]1[O:16]C(C)(C)C(C)(C)[O:13]1)[C:5]([O:7][CH3:8])=[O:6].C([O-])(=O)C.[NH4+].I([O-])(=O)(=O)=O.[Na+], predict the reaction product. The product is: [Cl:1][C:2]1[CH:3]=[C:4]([C:5]([O:7][CH3:8])=[O:6])[CH:9]=[CH:10][C:11]=1[B:12]([OH:13])[OH:16]. (7) Given the reactants CC(C)(C)C(O[C:6]1[CH:11]=[CH:10][C:9]([C:12](=[O:26])[C:13]2[CH:18]=[CH:17][C:16](OC(=O)C(C)(C)C)=[CH:15][CH:14]=2)=CC=1)=O.C([Mg]Cl)CCC.Cl.C1C[O:39][CH2:38]C1, predict the reaction product. The product is: [CH3:38][O:39][C:17]1[CH:18]=[C:13]([C:12](=[O:26])[CH2:9][CH2:10][CH2:11][CH3:6])[CH:14]=[CH:15][CH:16]=1.